From a dataset of NCI-60 drug combinations with 297,098 pairs across 59 cell lines. Regression. Given two drug SMILES strings and cell line genomic features, predict the synergy score measuring deviation from expected non-interaction effect. (1) Drug 1: CC12CCC3C(C1CCC2=O)CC(=C)C4=CC(=O)C=CC34C. Drug 2: CCCS(=O)(=O)NC1=C(C(=C(C=C1)F)C(=O)C2=CNC3=C2C=C(C=N3)C4=CC=C(C=C4)Cl)F. Cell line: RXF 393. Synergy scores: CSS=32.0, Synergy_ZIP=-3.28, Synergy_Bliss=-4.11, Synergy_Loewe=-6.39, Synergy_HSA=-3.14. (2) Drug 1: CCC1(CC2CC(C3=C(CCN(C2)C1)C4=CC=CC=C4N3)(C5=C(C=C6C(=C5)C78CCN9C7C(C=CC9)(C(C(C8N6C=O)(C(=O)OC)O)OC(=O)C)CC)OC)C(=O)OC)O.OS(=O)(=O)O. Drug 2: CC1C(C(CC(O1)OC2CC(CC3=C2C(=C4C(=C3O)C(=O)C5=C(C4=O)C(=CC=C5)OC)O)(C(=O)CO)O)N)O.Cl. Cell line: T-47D. Synergy scores: CSS=19.6, Synergy_ZIP=-1.88, Synergy_Bliss=0.946, Synergy_Loewe=-4.78, Synergy_HSA=-0.683. (3) Drug 1: CNC(=O)C1=NC=CC(=C1)OC2=CC=C(C=C2)NC(=O)NC3=CC(=C(C=C3)Cl)C(F)(F)F. Drug 2: C1=NNC2=C1C(=O)NC=N2. Cell line: M14. Synergy scores: CSS=-0.269, Synergy_ZIP=-0.181, Synergy_Bliss=-0.973, Synergy_Loewe=-2.09, Synergy_HSA=-1.43. (4) Drug 1: CC(C1=C(C=CC(=C1Cl)F)Cl)OC2=C(N=CC(=C2)C3=CN(N=C3)C4CCNCC4)N. Drug 2: CC1C(C(CC(O1)OC2CC(CC3=C2C(=C4C(=C3O)C(=O)C5=C(C4=O)C(=CC=C5)OC)O)(C(=O)C)O)N)O.Cl. Cell line: LOX IMVI. Synergy scores: CSS=26.3, Synergy_ZIP=-3.89, Synergy_Bliss=-0.141, Synergy_Loewe=1.23, Synergy_HSA=2.43. (5) Drug 1: C1=CC(=CC=C1CCC2=CNC3=C2C(=O)NC(=N3)N)C(=O)NC(CCC(=O)O)C(=O)O. Drug 2: C1=CN(C=N1)CC(O)(P(=O)(O)O)P(=O)(O)O. Cell line: A498. Synergy scores: CSS=21.5, Synergy_ZIP=0.782, Synergy_Bliss=0.645, Synergy_Loewe=-11.3, Synergy_HSA=0.577. (6) Synergy scores: CSS=41.2, Synergy_ZIP=-7.95, Synergy_Bliss=-3.62, Synergy_Loewe=-12.5, Synergy_HSA=0.216. Cell line: SNB-19. Drug 1: C1CCC(CC1)NC(=O)N(CCCl)N=O. Drug 2: C1=CN(C(=O)N=C1N)C2C(C(C(O2)CO)O)O.Cl. (7) Drug 1: CCC1=C2CN3C(=CC4=C(C3=O)COC(=O)C4(CC)O)C2=NC5=C1C=C(C=C5)O. Drug 2: C1=CC=C(C(=C1)C(C2=CC=C(C=C2)Cl)C(Cl)Cl)Cl. Cell line: SN12C. Synergy scores: CSS=40.9, Synergy_ZIP=-1.31, Synergy_Bliss=-2.06, Synergy_Loewe=-74.2, Synergy_HSA=-1.38.